From a dataset of Full USPTO retrosynthesis dataset with 1.9M reactions from patents (1976-2016). Predict the reactants needed to synthesize the given product. (1) The reactants are: [NH:1]([C:9]([O:11][C:12]([CH3:15])([CH3:14])[CH3:13])=[O:10])[C@H:2]([CH2:7][OH:8])[CH2:3][CH2:4][CH2:5][CH3:6].[H-].[Na+].C1OCCOCCOCCOCCOCCOC1.Br[CH2:37][C:38]([O:40][CH2:41][CH3:42])=[O:39]. Given the product [C:12]([O:11][C:9]([NH:1][C@@H:2]([CH2:3][CH2:4][CH2:5][CH3:6])[CH2:7][O:8][CH2:37][C:38]([O:40][CH2:41][CH3:42])=[O:39])=[O:10])([CH3:14])([CH3:13])[CH3:15], predict the reactants needed to synthesize it. (2) Given the product [CH2:1]([O:8][C:9]1[CH:33]=[CH:32][C:12]([CH2:13][N:14]([CH2:24][CH2:25][C:26]2[CH:31]=[CH:30][CH:29]=[CH:28][N:27]=2)[C:15](=[O:23])[C:16]2[CH:21]=[CH:20][CH:19]=[CH:18][C:17]=2[Cl:22])=[CH:11][C:10]=1[O:34][CH2:35][C:36](=[O:38])[NH2:40])[C:2]1[CH:3]=[CH:4][CH:5]=[CH:6][CH:7]=1, predict the reactants needed to synthesize it. The reactants are: [CH2:1]([O:8][C:9]1[CH:33]=[CH:32][C:12]([CH2:13][N:14]([CH2:24][CH2:25][C:26]2[CH:31]=[CH:30][CH:29]=[CH:28][N:27]=2)[C:15](=[O:23])[C:16]2[CH:21]=[CH:20][CH:19]=[CH:18][C:17]=2[Cl:22])=[CH:11][C:10]=1[O:34][CH2:35][C:36]([O:38]C)=O)[C:2]1[CH:7]=[CH:6][CH:5]=[CH:4][CH:3]=1.[NH4+:40].[Cl-].[NH4+].[OH-]. (3) Given the product [Cl:14][C:9]1[C:10]([OH:12])=[CH:11][C:2]([OH:1])=[C:3]([CH:8]=1)[C:4]([OH:6])=[O:5], predict the reactants needed to synthesize it. The reactants are: [OH:1][C:2]1[CH:11]=[C:10]([O:12]C)[C:9]([Cl:14])=[CH:8][C:3]=1[C:4]([O:6]C)=[O:5].[Cl-].[Cl-].[Cl-].[Al+3]. (4) Given the product [CH3:16][O:14][C:13]([C:6]1[C:7]2[CH:11]=[C:10]([CH3:12])[O:9][C:8]=2[C:3]([O:2][CH3:1])=[CH:4][CH:5]=1)=[O:15], predict the reactants needed to synthesize it. The reactants are: [CH3:1][O:2][C:3]1[C:8]2[O:9][C:10]([CH3:12])=[CH:11][C:7]=2[C:6]([C:13]([OH:15])=[O:14])=[CH:5][CH:4]=1.[C:16](=O)([O-])[O-].[K+].[K+].S(OC)(OC)(=O)=O.O. (5) Given the product [OH:12][CH2:11][C:9]1[NH:8][C:7](=[O:16])[C:6]2[N:5]([CH:4]=[CH:3][C:2]=2[CH3:1])[CH:10]=1, predict the reactants needed to synthesize it. The reactants are: [CH3:1][C:2]1[CH:3]=[CH:4][N:5]2[CH:10]=[C:9]([C:11](OCC)=[O:12])[NH:8][C:7](=[O:16])[C:6]=12.B.C1COCC1.O. (6) The reactants are: C([O:8][C:9]1[CH:10]=[CH:11][C:12]2[O:16][C:15]([CH:17]([NH:24][C:25]3[CH:30]=[CH:29][C:28]([C:31]([NH:33][CH2:34][CH2:35][C:36]([O:38][CH2:39][CH3:40])=[O:37])=[O:32])=[CH:27][CH:26]=3)[CH:18]3[CH2:23][CH2:22][CH2:21][CH2:20][CH2:19]3)=[C:14]([CH3:41])[C:13]=2[CH:42]=1)C1C=CC=CC=1. Given the product [CH:18]1([CH:17]([NH:24][C:25]2[CH:26]=[CH:27][C:28]([C:31]([NH:33][CH2:34][CH2:35][C:36]([O:38][CH2:39][CH3:40])=[O:37])=[O:32])=[CH:29][CH:30]=2)[C:15]2[O:16][C:12]3[CH:11]=[CH:10][C:9]([OH:8])=[CH:42][C:13]=3[C:14]=2[CH3:41])[CH2:23][CH2:22][CH2:21][CH2:20][CH2:19]1, predict the reactants needed to synthesize it. (7) Given the product [Cl:1][C:2]1[N:3]=[N:4][C:5]([CH:9]=[O:15])=[CH:6][C:7]=1[CH3:8], predict the reactants needed to synthesize it. The reactants are: [Cl:1][C:2]1[N:3]=[N:4][C:5]([CH:9]=C)=[CH:6][C:7]=1[CH3:8].C[N+]1([O-])CC[O:15]CC1. (8) Given the product [O:12]([CH2:19][CH2:20][CH2:21][CH2:22][CH2:23][C:24]([C:10]1[O:11][C:7]([C:2]2[CH:3]=[CH:4][CH:5]=[CH:6][N:1]=2)=[CH:8][N:9]=1)=[O:25])[C:13]1[CH:18]=[CH:17][CH:16]=[CH:15][CH:14]=1, predict the reactants needed to synthesize it. The reactants are: [N:1]1[CH:6]=[CH:5][CH:4]=[CH:3][C:2]=1[C:7]1[O:11][CH:10]=[N:9][CH:8]=1.[O:12]([CH2:19][CH2:20][CH2:21][CH2:22][CH2:23][C:24](O)=[O:25])[C:13]1[CH:18]=[CH:17][CH:16]=[CH:15][CH:14]=1. (9) Given the product [NH2:8][C:6]1[N:7]=[C:2]([C:27]2[CH:26]=[CH:25][C:22]([C:23]#[N:24])=[C:21]([F:20])[CH:28]=2)[CH:3]=[C:4]([N:9]([CH3:19])[C@H:10]([CH3:18])[CH2:11][C:12]2[CH:17]=[CH:16][CH:15]=[CH:14][CH:13]=2)[N:5]=1, predict the reactants needed to synthesize it. The reactants are: Cl[C:2]1[N:7]=[C:6]([NH2:8])[N:5]=[C:4]([N:9]([CH3:19])[C@H:10]([CH3:18])[CH2:11][C:12]2[CH:17]=[CH:16][CH:15]=[CH:14][CH:13]=2)[CH:3]=1.[F:20][C:21]1[CH:28]=[C:27](B2OC(C)(C)C(C)(C)O2)[CH:26]=[CH:25][C:22]=1[C:23]#[N:24].C([O-])([O-])=O.[Na+].[Na+].